From a dataset of Full USPTO retrosynthesis dataset with 1.9M reactions from patents (1976-2016). Predict the reactants needed to synthesize the given product. (1) Given the product [C:32]([N:11]1[CH:10]([CH2:9][O:8][CH2:1][C:2]2[CH:3]=[CH:4][CH:5]=[CH:6][CH:7]=2)[CH2:12][N:24]([CH2:23][C:22]2[CH:25]=[CH:26][C:19]([F:18])=[CH:20][CH:21]=2)[C:14](=[O:16])[CH2:13]1)(=[O:33])[CH3:31], predict the reactants needed to synthesize it. The reactants are: [CH2:1]([O:8][CH2:9][CH:10]1[CH2:12][N:11]1[CH2:13][C:14]([O:16]C)=O)[C:2]1[CH:7]=[CH:6][CH:5]=[CH:4][CH:3]=1.[F:18][C:19]1[CH:26]=[CH:25][C:22]([CH2:23][NH2:24])=[CH:21][CH:20]=1.B(F)(F)F.[CH3:31][CH2:32][O:33]CC.C(N(CC)CC)C.C(OC(=O)C)(=O)C. (2) Given the product [C:7]([O:10][CH:11]([Br:24])[CH2:12][S:18]([F:19])([F:22])([F:23])([F:21])[F:20])(=[O:9])[CH3:8], predict the reactants needed to synthesize it. The reactants are: C(OC=C)(=O)C.[C:7]([O:10][CH:11]([Br:24])[CH:12]([S:18]([F:23])([F:22])([F:21])([F:20])[F:19])CCCCC)(=[O:9])[CH3:8]. (3) Given the product [CH2:16]([O:15][C:13]([NH:1][C@@H:2]([CH2:3][C:4]1[CH:5]=[CH:6][CH:7]=[CH:8][CH:9]=1)[C:10]([NH:54][C@@H:55]([CH:67]([CH3:69])[CH3:68])[C:56]([NH:58][C@@H:59]([CH:64]([CH3:65])[CH3:66])[C:60]([O:62][CH3:63])=[O:61])=[O:57])=[O:12])=[O:14])[C:17]1[CH:22]=[CH:21][CH:20]=[CH:19][CH:18]=1, predict the reactants needed to synthesize it. The reactants are: [NH:1]([C:13]([O:15][CH2:16][C:17]1[CH:22]=[CH:21][CH:20]=[CH:19][CH:18]=1)=[O:14])[C@H:2]([C:10]([OH:12])=O)[CH2:3][C:4]1[CH:9]=[CH:8][CH:7]=[CH:6][CH:5]=1.ON1C2C=CC=CC=2N=N1.Cl.C(N=C=NCCCN(C)C)C.CCN(C(C)C)C(C)C.[NH2:54][C@@H:55]([CH:67]([CH3:69])[CH3:68])[C:56]([NH:58][C@@H:59]([CH:64]([CH3:66])[CH3:65])[C:60]([O:62][CH3:63])=[O:61])=[O:57].C([O-])(O)=O.[Na+]. (4) Given the product [F:1][C:2]([F:7])([F:6])[C:3]([OH:5])=[O:4].[F:8][C:9]([F:14])([F:13])[C:10]([OH:12])=[O:11].[Cl:22][C:23]1[CH:24]=[N:25][C:26]2[NH:27][C:28]3[CH:29]=[N:30][CH:31]=[C:32]([CH:53]=3)[CH2:33][CH2:34][C:35]3[CH:43]=[C:39]([NH:40][C:41]=1[N:42]=2)[CH:38]=[CH:37][C:36]=3[NH:44][C:45](=[O:52])[CH2:46][C@@H:47]1[CH2:51][CH2:50][N:49]([C:55]([NH:54][C:57]2[CH:64]=[CH:63][CH:62]=[CH:61][C:58]=2[C:59]#[N:60])=[O:56])[CH2:48]1, predict the reactants needed to synthesize it. The reactants are: [F:1][C:2]([F:7])([F:6])[C:3]([OH:5])=[O:4].[F:8][C:9]([F:14])([F:13])[C:10]([OH:12])=[O:11].FC(F)(F)C(O)=O.[Cl:22][C:23]1[CH:24]=[N:25][C:26]2[NH:27][C:28]3[CH:29]=[N:30][CH:31]=[C:32]([CH:53]=3)[CH2:33][CH2:34][C:35]3[CH:43]=[C:39]([NH:40][C:41]=1[N:42]=2)[CH:38]=[CH:37][C:36]=3[NH:44][C:45](=[O:52])[CH2:46][C@@H:47]1[CH2:51][CH2:50][NH:49][CH2:48]1.[N:54]([C:57]1[CH:64]=[CH:63][CH:62]=[CH:61][C:58]=1[C:59]#[N:60])=[C:55]=[O:56].